This data is from Forward reaction prediction with 1.9M reactions from USPTO patents (1976-2016). The task is: Predict the product of the given reaction. (1) Given the reactants [NH2:1][C:2]1[S:3][CH:4]=[C:5]([C:7]2[CH:16]=[CH:15][C:14]3[C:9](=[CH:10][CH:11]=[CH:12][CH:13]=3)[CH:8]=2)[N:6]=1.[N:17]1[CH:22]=[CH:21][CH:20]=[C:19]2[C:23]([O:25][C:26](=[O:27])[C:18]=12)=[O:24], predict the reaction product. The product is: [CH:8]1[C:9]2[C:14](=[CH:13][CH:12]=[CH:11][CH:10]=2)[CH:15]=[CH:16][C:7]=1[C:5]1[N:6]=[C:2]([NH:1][C:26]([C:18]2[N:17]=[CH:22][CH:21]=[CH:20][C:19]=2[C:23]([OH:25])=[O:24])=[O:27])[S:3][CH:4]=1. (2) Given the reactants C[O:2][C:3]([CH:5]1[N:10]([C:11](=[O:34])[CH:12]([NH:17][C:18]([NH:20][C:21]2([CH2:27][S:28](=[O:33])(=[O:32])[N:29]([CH3:31])[CH3:30])[CH2:26][CH2:25][CH2:24][CH2:23][CH2:22]2)=[O:19])[C:13]([CH3:16])([CH3:15])[CH3:14])[CH2:9][CH:8]2[CH:6]1[C:7]2([CH3:36])[CH3:35])=[O:4].O.[OH-].[Li+], predict the reaction product. The product is: [CH3:31][N:29]([CH3:30])[S:28]([CH2:27][C:21]1([NH:20][C:18](=[O:19])[NH:17][CH:12]([C:13]([CH3:16])([CH3:15])[CH3:14])[C:11]([N:10]2[CH2:9][CH:8]3[CH:6]([C:7]3([CH3:36])[CH3:35])[CH:5]2[C:3]([OH:4])=[O:2])=[O:34])[CH2:26][CH2:25][CH2:24][CH2:23][CH2:22]1)(=[O:33])=[O:32]. (3) Given the reactants [F:1][CH:2]([F:13])[O:3][C:4]1[CH:11]=[CH:10][C:7]([CH:8]=[O:9])=[CH:6][C:5]=1[OH:12].[CH2:14]1[CH2:24][CH2:23]N2C(=NCCC2)C[CH2:15]1.C1(CBr)CC1.O, predict the reaction product. The product is: [CH:14]1([CH2:15][O:12][C:5]2[CH:6]=[C:7]([CH:10]=[CH:11][C:4]=2[O:3][CH:2]([F:13])[F:1])[CH:8]=[O:9])[CH2:23][CH2:24]1. (4) Given the reactants [CH3:1][C:2]1[CH:11]=[CH:10][C:9]2[C:4](=[CH:5][CH:6]=[CH:7][C:8]=2[C:12]#[C:13][Si](C)(C)C)[N:3]=1.C([O-])([O-])=O.[K+].[K+], predict the reaction product. The product is: [C:12]([C:8]1[CH:7]=[CH:6][CH:5]=[C:4]2[C:9]=1[CH:10]=[CH:11][C:2]([CH3:1])=[N:3]2)#[CH:13]. (5) Given the reactants [NH2:1][C@H:2]1[CH2:7][CH2:6][C@H:5]([NH:8][C:9]([C:11]2[C:15]3[N:16]=[CH:17][N:18]=[C:19]([C:20]4[C:28]5[O:27][CH2:26][O:25][C:24]=5[CH:23]=[CH:22][C:21]=4[O:29][CH2:30][CH:31]4[CH2:33][CH2:32]4)[C:14]=3[NH:13][CH:12]=2)=[O:10])[CH2:4][CH2:3]1.Cl[C:35]([C:37]1([O:40]C(=O)C)[CH2:39][CH2:38]1)=[O:36], predict the reaction product. The product is: [OH:40][C:37]1([C:35]([NH:1][C@H:2]2[CH2:7][CH2:6][C@H:5]([NH:8][C:9]([C:11]3[C:15]4[N:16]=[CH:17][N:18]=[C:19]([C:20]5[C:28]6[O:27][CH2:26][O:25][C:24]=6[CH:23]=[CH:22][C:21]=5[O:29][CH2:30][CH:31]5[CH2:33][CH2:32]5)[C:14]=4[NH:13][CH:12]=3)=[O:10])[CH2:4][CH2:3]2)=[O:36])[CH2:39][CH2:38]1. (6) Given the reactants [H-].[Al+3].[Li+].[H-].[H-].[H-].[Cl:7][C:8]1[N:16]=[C:15]([Cl:17])[CH:14]=[CH:13][C:9]=1[C:10](O)=[O:11].N.CO, predict the reaction product. The product is: [Cl:7][C:8]1[C:9]([CH2:10][OH:11])=[CH:13][CH:14]=[C:15]([Cl:17])[N:16]=1. (7) Given the reactants CN1C=C[C:4]([NH:7][C:8](=[O:32])[C@@H:9]([N:14]2[CH2:18][C:17]([O:19][C:20]3[CH:25]=[CH:24][CH:23]=[C:22]([C:26]([OH:29])([CH3:28])[CH3:27])[C:21]=3[F:30])=[CH:16][C:15]2=[O:31])[CH2:10][CH:11]([CH3:13])[CH3:12])=[N:3]1.N[C:34]1[CH:39]=NC=[CH:36][N:35]=1.C(N1C=CN=C1)(N1C=CN=C1)=O, predict the reaction product. The product is: [N:3]1[CH:39]=[CH:34][N:35]=[CH:36][C:4]=1[NH:7][C:8](=[O:32])[C@@H:9]([N:14]1[CH2:18][C:17]([O:19][C:20]2[CH:25]=[CH:24][CH:23]=[C:22]([C:26]([OH:29])([CH3:28])[CH3:27])[C:21]=2[F:30])=[CH:16][C:15]1=[O:31])[CH2:10][CH:11]([CH3:13])[CH3:12]. (8) Given the reactants Br[C:2]1[CH:3]=[N:4][CH:5]=[C:6]([Br:8])[CH:7]=1.[S:9](Cl)(Cl)(=[O:11])=[O:10].C([NH:16][CH2:17][C:18]([O-:20])=[O:19])C.[CH3:21][CH2:22]N(C(C)C)C(C)C, predict the reaction product. The product is: [Br:8][C:6]1[CH:7]=[C:2]([S:9]([NH:16][CH2:17][C:18]([O:20][CH2:21][CH3:22])=[O:19])(=[O:11])=[O:10])[CH:3]=[N:4][CH:5]=1.